Dataset: Forward reaction prediction with 1.9M reactions from USPTO patents (1976-2016). Task: Predict the product of the given reaction. Given the reactants C([O:3][C:4](=O)[C:5]([OH:23])([C:19]([F:22])([F:21])[F:20])[CH2:6]/[C:7](/[C:10]1[CH:15]=[CH:14][CH:13]=[C:12]([F:16])[C:11]=1[O:17][CH3:18])=[CH:8]\[CH3:9])C.[H-].[Al+3].[Li+].[H-].[H-].[H-].[Cl-].[NH4+], predict the reaction product. The product is: [F:16][C:12]1[C:11]([O:17][CH3:18])=[C:10](/[C:7](=[CH:8]/[CH3:9])/[CH2:6][C:5]([OH:23])([C:19]([F:22])([F:21])[F:20])[CH:4]=[O:3])[CH:15]=[CH:14][CH:13]=1.